Dataset: Peptide-MHC class I binding affinity with 185,985 pairs from IEDB/IMGT. Task: Regression. Given a peptide amino acid sequence and an MHC pseudo amino acid sequence, predict their binding affinity value. This is MHC class I binding data. The peptide sequence is IRGKMTLTEE. The MHC is HLA-B27:05 with pseudo-sequence HLA-B27:05. The binding affinity (normalized) is 0.160.